Task: Predict the product of the given reaction.. Dataset: Forward reaction prediction with 1.9M reactions from USPTO patents (1976-2016) (1) Given the reactants [CH3:1][O:2][C:3]1[CH:4]=[C:5]2[C:9](=[CH:10][C:11]=1[O:12][CH3:13])[C:8](=[O:14])[O:7][CH:6]2[C:15](Cl)([Cl:17])[Cl:16], predict the reaction product. The product is: [Cl:16][C:15]([Cl:17])=[CH:6][C:5]1[CH:4]=[C:3]([O:2][CH3:1])[C:11]([O:12][CH3:13])=[CH:10][C:9]=1[C:8]([OH:14])=[O:7]. (2) Given the reactants Br[C:2]1[CH:7]=[CH:6][C:5]([C:8]2[S:9][C:10]3[CH2:16][CH2:15][N:14]([CH:17]4[CH2:20][CH2:19][CH2:18]4)[CH2:13][CH2:12][C:11]=3[N:21]=2)=[CH:4][CH:3]=1.[CH3:22][N:23]1[CH2:27][CH2:26][NH:25][C:24]1=[O:28].CC1(C)C2C=CC=C(P(C3C=CC=CC=3)C3C=CC=CC=3)C=2OC2C1=CC=CC=2P(C1C=CC=CC=1)C1C=CC=CC=1.C(=O)([O-])[O-].[Cs+].[Cs+], predict the reaction product. The product is: [CH:17]1([N:14]2[CH2:15][CH2:16][C:10]3[S:9][C:8]([C:5]4[CH:6]=[CH:7][C:2]([N:25]5[CH2:26][CH2:27][N:23]([CH3:22])[C:24]5=[O:28])=[CH:3][CH:4]=4)=[N:21][C:11]=3[CH2:12][CH2:13]2)[CH2:20][CH2:19][CH2:18]1. (3) Given the reactants N12CCCN=C1CCCCC2.[F:12][C:13]1[CH:18]=[C:17]([F:19])[C:16]([CH2:20][NH:21][CH2:22][C:23]([F:26])([F:25])[F:24])=[CH:15][C:14]=1[C@:27]12[CH2:36][O:35][C@@H:34]([CH2:37][F:38])[CH2:33][C@H:32]1[CH2:31][S:30][C:29]([NH:39]C(=O)C1C=CC=CC=1)=[N:28]2, predict the reaction product. The product is: [F:12][C:13]1[CH:18]=[C:17]([F:19])[C:16]([CH2:20][NH:21][CH2:22][C:23]([F:25])([F:26])[F:24])=[CH:15][C:14]=1[C@:27]12[CH2:36][O:35][C@@H:34]([CH2:37][F:38])[CH2:33][C@H:32]1[CH2:31][S:30][C:29]([NH2:39])=[N:28]2. (4) Given the reactants [CH3:1][N:2]([CH3:29])[CH2:3][CH2:4][CH2:5][CH:6]1[CH2:15][C:14]2[C:9](=[CH:10][CH:11]=[C:12]([N+:16]([O-])=O)[CH:13]=2)[N:8]([CH2:19][C:20]2[CH:25]=[CH:24][C:23]([O:26][CH3:27])=[CH:22][CH:21]=2)[C:7]1=[O:28].O.NN.N, predict the reaction product. The product is: [NH2:16][C:12]1[CH:13]=[C:14]2[C:9](=[CH:10][CH:11]=1)[N:8]([CH2:19][C:20]1[CH:25]=[CH:24][C:23]([O:26][CH3:27])=[CH:22][CH:21]=1)[C:7](=[O:28])[CH:6]([CH2:5][CH2:4][CH2:3][N:2]([CH3:29])[CH3:1])[CH2:15]2. (5) Given the reactants Cl.[CH3:2][O:3][C:4]1[CH:5]=[C:6]([C:12]2[C@@H:21]3[C@@H:16]([CH2:17][CH2:18][CH2:19][CH2:20]3)[C:15](=[O:22])[N:14]([CH:23]3[CH2:28][CH2:27][NH:26][CH2:25][CH2:24]3)[N:13]=2)[CH:7]=[CH:8][C:9]=1[O:10][CH3:11].[C:29]([O:33][C:34]([NH:36][C@@H:37]([C:39](O)=[O:40])[CH3:38])=[O:35])([CH3:32])([CH3:31])[CH3:30].CCOC(C(C#N)=NOC(N1CCOCC1)=[N+](C)C)=O.F[P-](F)(F)(F)(F)F.CCN(C(C)C)C(C)C, predict the reaction product. The product is: [CH3:2][O:3][C:4]1[CH:5]=[C:6]([C:12]2[C@@H:21]3[C@@H:16]([CH2:17][CH2:18][CH2:19][CH2:20]3)[C:15](=[O:22])[N:14]([CH:23]3[CH2:24][CH2:25][N:26]([C:39](=[O:40])[C@H:37]([NH:36][C:34](=[O:35])[O:33][C:29]([CH3:31])([CH3:30])[CH3:32])[CH3:38])[CH2:27][CH2:28]3)[N:13]=2)[CH:7]=[CH:8][C:9]=1[O:10][CH3:11].